This data is from Reaction yield outcomes from USPTO patents with 853,638 reactions. The task is: Predict the reaction yield, written as a fraction of the theoretical maximum amount of product (1.0 means a 100% yield; for example, 0.34 means a 34% yield). (1) The reactants are [CH3:1][C:2]([O:5][C:6]([NH:8][C@@H:9]([CH2:19]O)[CH2:10][CH2:11][C:12]([O:14][C:15]([CH3:18])([CH3:17])[CH3:16])=[O:13])=[O:7])([CH3:4])[CH3:3].C1(P(C2C=CC=CC=2)C2C=CC=CC=2)C=CC=CC=1.N1C=CN=C1.[I:45]I. The catalyst is C(Cl)Cl. The product is [CH3:1][C:2]([O:5][C:6]([NH:8][C@@H:9]([CH2:19][I:45])[CH2:10][CH2:11][C:12]([O:14][C:15]([CH3:18])([CH3:17])[CH3:16])=[O:13])=[O:7])([CH3:4])[CH3:3]. The yield is 0.770. (2) The reactants are P([O-])([O-])([O-])=O.O=C[C@@H]([C@H]([C@@H]([C@@H](CO)O)O)O)O.CC1C(C)=CC2N(C[C@H](O)[C@H](O)[C@H](O)CO)C3C(=NC=2C=1)C(=O)NC(=O)N=3.C1N=C(N)C2N=CN([C@@H]3O[C@H](COP(OP(OC[C@H]4O[C@@H](N5C=C(C(N)=O)CC=C5)[C@H](O)[C@@H]4O)(O)=O)(O)=O)[C@@H](O)[C@H]3O)C=2N=1.[C:89]([NH:97][CH2:98][CH:99]([C:107](=[O:109])[CH3:108])[C:100]([O:102][C:103]([CH3:106])([CH3:105])[CH3:104])=[O:101])(=[O:96])[C:90]1[CH:95]=[CH:94][CH:93]=[CH:92][CH:91]=1. No catalyst specified. The product is [C:89]([NH:97][CH2:98][C@@H:99]([C@H:107]([OH:109])[CH3:108])[C:100]([O:102][C:103]([CH3:104])([CH3:106])[CH3:105])=[O:101])(=[O:96])[C:90]1[CH:91]=[CH:92][CH:93]=[CH:94][CH:95]=1. The yield is 0.880. (3) The reactants are [CH2:1]([C:3]1[C:8](=[O:9])[NH:7][C:6]([CH3:10])=[C:5]([C:11]2[S:15][C:14]([S:16](Cl)(=[O:18])=[O:17])=[CH:13][CH:12]=2)[CH:4]=1)[CH3:2].[OH:20][CH2:21][CH:22]1[CH2:27][CH2:26][CH2:25][NH:24][CH2:23]1. No catalyst specified. The product is [CH2:1]([C:3]1[C:8](=[O:9])[NH:7][C:6]([CH3:10])=[C:5]([C:11]2[S:15][C:14]([S:16]([N:24]3[CH2:25][CH2:26][CH2:27][CH:22]([CH2:21][OH:20])[CH2:23]3)(=[O:18])=[O:17])=[CH:13][CH:12]=2)[CH:4]=1)[CH3:2]. The yield is 0.547. (4) The reactants are I[C:2]1[C:7]([OH:8])=[CH:6][CH:5]=[C:4]([CH3:9])[N:3]=1.[C:10]([C:12]1[C:13](=[O:23])[O:14][C:15]2[C:20]([CH:21]=1)=[CH:19][CH:18]=[C:17](F)[CH:16]=2)#[CH:11].C([N:26]([CH2:29][CH3:30])[CH2:27][CH3:28])C.CC#[N:33]. The catalyst is O.Cl[Pd](Cl)([P](C1C=CC=CC=1)(C1C=CC=CC=1)C1C=CC=CC=1)[P](C1C=CC=CC=1)(C1C=CC=CC=1)C1C=CC=CC=1.[Cu]I. The product is [CH3:9][C:4]1[N:3]=[C:2]2[CH:11]=[C:10]([C:12]3[C:13](=[O:23])[O:14][C:15]4[C:20]([CH:21]=3)=[CH:19][CH:18]=[C:17]([N:33]3[CH2:30][CH2:29][NH:26][CH2:27][CH2:28]3)[CH:16]=4)[O:8][C:7]2=[CH:6][CH:5]=1. The yield is 0.480.